This data is from Catalyst prediction with 721,799 reactions and 888 catalyst types from USPTO. The task is: Predict which catalyst facilitates the given reaction. Reactant: [CH:1]([C:3]1[O:8][CH2:7][CH2:6][CH2:5][C:4]=1[C:9]([O:11]CC)=O)=O.O.[NH2:15][NH2:16]. Product: [O:8]1[C:3]2[CH:1]=[N:15][NH:16][C:9](=[O:11])[C:4]=2[CH2:5][CH2:6][CH2:7]1. The catalyst class is: 5.